Dataset: Reaction yield outcomes from USPTO patents with 853,638 reactions. Task: Predict the reaction yield, written as a fraction of the theoretical maximum amount of product (1.0 means a 100% yield; for example, 0.34 means a 34% yield). (1) The yield is 0.220. The product is [Cl:1][C:2]1[C:6]([N:7]([C:8](=[O:13])[CH2:9][CH2:10][S:11][CH3:12])[C:22](=[O:23])[CH:21]([CH3:20])[CH2:25][S:26][CH3:27])=[CH:5][N:4]([C:14]2[CH:15]=[N:16][CH:17]=[CH:18][CH:19]=2)[N:3]=1. The reactants are [Cl:1][C:2]1[C:6]([NH:7][C:8](=[O:13])[CH2:9][CH2:10][S:11][CH3:12])=[CH:5][N:4]([C:14]2[CH:15]=[N:16][CH:17]=[CH:18][CH:19]=2)[N:3]=1.[CH3:20][CH:21]([CH2:25][S:26][CH3:27])[C:22](Cl)=[O:23]. The catalyst is ClCCCl. (2) The reactants are Cl[CH2:2][C:3]([NH:5][CH2:6][CH2:7][C:8]([NH:10][C:11]1[CH:12]=[C:13]2[C:18](=[CH:19][CH:20]=1)[N:17]=[CH:16][N:15]=[C:14]2[NH:21][C:22]1[CH:27]=[CH:26][C:25]([O:28][C:29]2[CH:30]=[N:31][C:32]([CH3:35])=[CH:33][CH:34]=2)=[C:24]([CH3:36])[CH:23]=1)=[O:9])=[O:4].[CH3:37][NH:38][CH3:39]. No catalyst specified. The product is [CH3:37][N:38]([CH3:39])[CH2:2][C:3]([NH:5][CH2:6][CH2:7][C:8]([NH:10][C:11]1[CH:12]=[C:13]2[C:18](=[CH:19][CH:20]=1)[N:17]=[CH:16][N:15]=[C:14]2[NH:21][C:22]1[CH:27]=[CH:26][C:25]([O:28][C:29]2[CH:30]=[N:31][C:32]([CH3:35])=[CH:33][CH:34]=2)=[C:24]([CH3:36])[CH:23]=1)=[O:9])=[O:4]. The yield is 0.500. (3) The reactants are Br[CH:2]1[CH2:8][CH2:7][O:6][C:5]2[CH:9]=[CH:10][C:11]([Br:13])=[CH:12][C:4]=2[C:3]1=O.[N:15]1[CH:20]=[CH:19][CH:18]=[CH:17][C:16]=1[NH2:21]. No catalyst specified. The product is [Br:13][C:11]1[CH2:12][C:4]23[C:5](=[CH:9][CH:10]=1)[O:6][CH2:7][CH2:8][CH:2]=[C:3]2[N:21]=[C:16]1[CH:17]=[CH:18][CH:19]=[CH:20][N:15]13. The yield is 0.123. (4) The reactants are Cl[C:2]1[N:3]=[N:4][C:5]([C:8]2[CH:13]=[CH:12][C:11]([CH3:14])=[CH:10][C:9]=2[CH3:15])=[CH:6][CH:7]=1.NC(N)=[S:18].C([O-])([O-])=O.[Na+].[Na+]. The catalyst is CCO. The product is [CH3:15][C:9]1[CH:10]=[C:11]([CH3:14])[CH:12]=[CH:13][C:8]=1[C:5]1[CH:6]=[CH:7][C:2](=[S:18])[NH:3][N:4]=1. The yield is 0.520. (5) The reactants are [NH2:1][C:2]1[CH:3]=[C:4]([C:8]2[N:13]3[N:14]=[CH:15][C:16]([C:17]([C:19]4[S:20][CH:21]=[CH:22][CH:23]=4)=[O:18])=[C:12]3[N:11]=[CH:10][CH:9]=2)[CH:5]=[CH:6][CH:7]=1.[C:24]1(=[O:30])[O:29][C:27](=[O:28])[CH2:26][CH2:25]1. The catalyst is O1CCOCC1.CCOCC. The product is [O:30]=[C:24]([NH:1][C:2]1[CH:7]=[CH:6][CH:5]=[C:4]([C:8]2[N:13]3[N:14]=[CH:15][C:16]([C:17]([C:19]4[S:20][CH:21]=[CH:22][CH:23]=4)=[O:18])=[C:12]3[N:11]=[CH:10][CH:9]=2)[CH:3]=1)[CH2:25][CH2:26][C:27]([OH:29])=[O:28]. The yield is 0.820. (6) The reactants are Cl[C:2]1[N:11]=[CH:10][C:9]2[C:4](=[CH:5][C:6]([O:18][CH3:19])=[C:7]([O:12][CH:13]3[CH2:17][CH2:16][CH2:15][CH2:14]3)[CH:8]=2)[N:3]=1.[NH2:20][C@H:21]1[CH2:26][CH2:25][C@H:24]([OH:27])[CH2:23][CH2:22]1. The catalyst is CC#N. The product is [CH:13]1([O:12][C:7]2[CH:8]=[C:9]3[C:4](=[CH:5][C:6]=2[O:18][CH3:19])[N:3]=[C:2]([NH:20][C@H:21]2[CH2:26][CH2:25][C@H:24]([OH:27])[CH2:23][CH2:22]2)[N:11]=[CH:10]3)[CH2:17][CH2:16][CH2:15][CH2:14]1. The yield is 0.359. (7) The reactants are [CH:1]([C:4]1[CH:9]=[CH:8][C:7]([C:10](=O)[CH2:11][NH:12][C:13]2[CH:14]=[C:15]([CH:20]=[CH:21][CH:22]=2)[C:16]([O:18]C)=[O:17])=[CH:6][CH:5]=1)([CH3:3])[CH3:2].[N:24]#[C:25][NH2:26].[OH-].[Na+]. The catalyst is CCO.C1COCC1. The product is [NH2:26][C:25]1[N:12]([C:13]2[CH:14]=[C:15]([CH:20]=[CH:21][CH:22]=2)[C:16]([OH:18])=[O:17])[CH:11]=[C:10]([C:7]2[CH:8]=[CH:9][C:4]([CH:1]([CH3:3])[CH3:2])=[CH:5][CH:6]=2)[N:24]=1. The yield is 0.200.